Predict the product of the given reaction. From a dataset of Forward reaction prediction with 1.9M reactions from USPTO patents (1976-2016). (1) Given the reactants [Si:1]([O:18][CH:19]1[CH2:24][CH:23]2[CH:21]([CH:22]2[C:25]2[N:29]([CH:30]([CH3:32])[CH3:31])[N:28]=[C:27]([NH:33]C(=O)OCC3C=CC=CC=3)[CH:26]=2)[CH2:20]1)([C:14]([CH3:17])([CH3:16])[CH3:15])([C:8]1[CH:13]=[CH:12][CH:11]=[CH:10][CH:9]=1)[C:2]1[CH:7]=[CH:6][CH:5]=[CH:4][CH:3]=1.[H][H], predict the reaction product. The product is: [Si:1]([O:18][CH:19]1[CH2:20][CH:21]2[CH:23]([CH:22]2[C:25]2[N:29]([CH:30]([CH3:31])[CH3:32])[N:28]=[C:27]([NH2:33])[CH:26]=2)[CH2:24]1)([C:14]([CH3:17])([CH3:15])[CH3:16])([C:2]1[CH:7]=[CH:6][CH:5]=[CH:4][CH:3]=1)[C:8]1[CH:13]=[CH:12][CH:11]=[CH:10][CH:9]=1. (2) The product is: [Cl:1][C:2]1[CH:3]=[C:4]2[N:22]([CH2:23][O:24][CH2:25][CH2:26][Si:27]([CH3:30])([CH3:29])[CH3:28])[C:21]([O:35][C@H:36]3[C@H:40]4[O:41][CH2:42][C@@H:43]([CH2:44][C:45]([O:47][CH2:48][CH3:49])=[O:46])[C@H:39]4[O:38][CH2:37]3)=[N:20][C:5]2=[N:6][C:7]=1[C:8]1[CH:13]=[CH:12][C:11]([C:14]2[CH:19]=[CH:18][CH:17]=[CH:16][CH:15]=2)=[CH:10][CH:9]=1. Given the reactants [Cl:1][C:2]1[CH:3]=[C:4]2[N:22]([CH2:23][O:24][CH2:25][CH2:26][Si:27]([CH3:30])([CH3:29])[CH3:28])[C:21](S(C)(=O)=O)=[N:20][C:5]2=[N:6][C:7]=1[C:8]1[CH:13]=[CH:12][C:11]([C:14]2[CH:19]=[CH:18][CH:17]=[CH:16][CH:15]=2)=[CH:10][CH:9]=1.[OH:35][C@H:36]1[C@H:40]2[O:41][CH2:42][CH:43]([CH2:44][C:45]([O:47][CH2:48][CH3:49])=[O:46])[C@H:39]2[O:38][CH2:37]1.C1CCN2C(=NCCC2)CC1, predict the reaction product.